Dataset: Full USPTO retrosynthesis dataset with 1.9M reactions from patents (1976-2016). Task: Predict the reactants needed to synthesize the given product. (1) Given the product [NH:19]1[C:20]2[C:25](=[CH:24][CH:23]=[CH:22][CH:21]=2)[C:17]([CH2:16][CH2:15][N:14]2[C:28](=[O:29])[C:27]([OH:26])=[C:33]([C:34](=[O:41])[C:35]3[CH:36]=[CH:37][N:38]=[CH:39][CH:40]=3)[CH:1]2[C:3]2[CH:13]=[CH:12][C:6]([C:7]([O:9][CH2:10][CH3:11])=[O:8])=[CH:5][CH:4]=2)=[CH:18]1, predict the reactants needed to synthesize it. The reactants are: [CH:1]([C:3]1[CH:13]=[CH:12][C:6]([C:7]([O:9][CH2:10][CH3:11])=[O:8])=[CH:5][CH:4]=1)=O.[NH2:14][CH2:15][CH2:16][C:17]1[C:25]2[C:20](=[CH:21][CH:22]=[CH:23][CH:24]=2)[NH:19][CH:18]=1.[OH:26]/[C:27](=[CH:33]\[C:34](=[O:41])[C:35]1[CH:40]=[CH:39][N:38]=[CH:37][CH:36]=1)/[C:28](OCC)=[O:29]. (2) Given the product [CH:1]1([CH:5]([OH:17])[C:6]2[CH:16]=[CH:15][C:9]([C:10]([OH:12])=[O:11])=[CH:8][CH:7]=2)[CH2:4][CH2:3][CH2:2]1, predict the reactants needed to synthesize it. The reactants are: [CH:1]1([CH:5]([OH:17])[C:6]2[CH:16]=[CH:15][C:9]([C:10]([O:12]CC)=[O:11])=[CH:8][CH:7]=2)[CH2:4][CH2:3][CH2:2]1.O1CCCC1.O.O.[OH-].[Li+]. (3) Given the product [CH3:1][O:2][C:3]1[CH:8]=[CH:7][CH:6]=[CH:5][C:4]=1[N:9]1[CH2:10][CH2:11][N:12]([CH2:15][CH2:16][CH2:17][OH:18])[CH2:13][CH2:14]1, predict the reactants needed to synthesize it. The reactants are: [CH3:1][O:2][C:3]1[CH:8]=[CH:7][CH:6]=[CH:5][C:4]=1[N:9]1[CH2:14][CH2:13][N:12]([CH2:15][CH2:16][C:17](OCC)=[O:18])[CH2:11][CH2:10]1.[BH4-].[Na+]. (4) The reactants are: [NH2:1][C:2]1[C:7]([C:8]([O:10][CH2:11][CH3:12])=[O:9])=[C:6]([CH3:13])[N:5]=[C:4]2[S:14][C:15]([NH:25][C:26]([O:28][C:29]([CH3:32])([CH3:31])[CH3:30])=[O:27])=[C:16]([C:17]3[CH:22]=[CH:21][CH:20]=[C:19]([O:23][CH3:24])[CH:18]=3)[C:3]=12.CC(C)([O-])C.[Na+].[Cl:39][C:40]1[CH:41]=[C:42]([S:46](Cl)(=[O:48])=[O:47])[CH:43]=[CH:44][CH:45]=1.[NH4+].[Cl-]. Given the product [Cl:39][C:40]1[CH:41]=[C:42]([S:46]([NH:1][C:2]2[C:7]([C:8]([O:10][CH2:11][CH3:12])=[O:9])=[C:6]([CH3:13])[N:5]=[C:4]3[S:14][C:15]([NH:25][C:26]([O:28][C:29]([CH3:31])([CH3:30])[CH3:32])=[O:27])=[C:16]([C:17]4[CH:22]=[CH:21][CH:20]=[C:19]([O:23][CH3:24])[CH:18]=4)[C:3]=23)(=[O:48])=[O:47])[CH:43]=[CH:44][CH:45]=1, predict the reactants needed to synthesize it. (5) Given the product [ClH:24].[F:15][C:16]1[CH:21]=[C:20]([C:11]2([OH:14])[CH2:10][CH2:9][NH:8][CH2:13][CH2:12]2)[CH:19]=[CH:18][CH:17]=1, predict the reactants needed to synthesize it. The reactants are: C(OC([N:8]1[CH2:13][CH2:12][C:11](=[O:14])[CH2:10][CH2:9]1)=O)(C)(C)C.[F:15][C:16]1[CH:17]=[C:18]([Mg]Br)[CH:19]=[CH:20][CH:21]=1.[Cl-:24].[NH4+].